This data is from Reaction yield outcomes from USPTO patents with 853,638 reactions. The task is: Predict the reaction yield, written as a fraction of the theoretical maximum amount of product (1.0 means a 100% yield; for example, 0.34 means a 34% yield). (1) The reactants are [N+:1]([C:4]1[CH:12]=[C:11]2[C:7]([CH:8]=[CH:9][NH:10]2)=[CH:6][CH:5]=1)([O-:3])=[O:2].CCN(C(C)C)C(C)C.[C:22](Br)([CH3:25])([CH3:24])[CH3:23]. The catalyst is CCCC[N+](CCCC)(CCCC)CCCC.[I-].C1(C)C=CC=CC=1.[O-]S(C(F)(F)F)(=O)=O.[Zn+2].[O-]S(C(F)(F)F)(=O)=O. The product is [C:22]([C:8]1[C:7]2[C:11](=[CH:12][C:4]([N+:1]([O-:3])=[O:2])=[CH:5][CH:6]=2)[NH:10][CH:9]=1)([CH3:25])([CH3:24])[CH3:23]. The yield is 0.190. (2) The reactants are [CH3:1][C:2](=O)[CH2:3][CH2:4][C:5](=O)[CH3:6].Br.[Br:10][C:11]1[S:15][C:14]([NH2:16])=[N:13][C:12]=1[C:17]([F:20])([F:19])[F:18].P([O-])([O-])([O-])=O. The catalyst is CO. The product is [Br:10][C:11]1[S:15][C:14]([N:16]2[C:2]([CH3:1])=[CH:3][CH:4]=[C:5]2[CH3:6])=[N:13][C:12]=1[C:17]([F:20])([F:19])[F:18]. The yield is 0.920.